This data is from Reaction yield outcomes from USPTO patents with 853,638 reactions. The task is: Predict the reaction yield, written as a fraction of the theoretical maximum amount of product (1.0 means a 100% yield; for example, 0.34 means a 34% yield). (1) The catalyst is C(O)(=O)C. The reactants are [C:1]1([N:7]2[C:12](=[O:13])[C:11]3[S:14][CH:15]=[C:16]([C:17]4[CH:22]=[CH:21][CH:20]=[CH:19][CH:18]=4)[C:10]=3[N:9]=[CH:8]2)[CH:6]=[CH:5][CH:4]=CC=1.NC1C(C2C=CC=CC=2)=CSC=1C(OC)=O.C(OCC)(OCC)OCC.C1(CN)CC1. The product is [CH:6]1([CH2:1][N:7]2[C:12](=[O:13])[C:11]3[S:14][CH:15]=[C:16]([C:17]4[CH:22]=[CH:21][CH:20]=[CH:19][CH:18]=4)[C:10]=3[N:9]=[CH:8]2)[CH2:4][CH2:5]1. The yield is 0.626. (2) The reactants are [C:1]([C:4]1[CH:9]=[N:8][CH:7]=[CH:6][N:5]=1)(=[O:3])[CH3:2].CO[CH:12](OC)[N:13]([CH3:15])[CH3:14]. The catalyst is CCN(CC)CC.COC(C)(C)C. The product is [CH3:12][N:13](/[CH:15]=[CH:2]/[C:1]([C:4]1[CH:9]=[N:8][CH:7]=[CH:6][N:5]=1)=[O:3])[CH3:14]. The yield is 0.810. (3) The reactants are [Br:1][C:2]1[S:3][C:4]([C:8]([OH:10])=O)=[C:5]([CH3:7])[N:6]=1.Cl.C(N=C=N)C.C(N(C(C)C)CC)(C)C.ON1C2C=CC=CC=2N=N1.[CH2:36]([NH2:43])[C:37]1[CH:42]=[CH:41][CH:40]=[CH:39][CH:38]=1. The catalyst is O1CCCC1. The product is [CH2:36]([NH:43][C:8]([C:4]1[S:3][C:2]([Br:1])=[N:6][C:5]=1[CH3:7])=[O:10])[C:37]1[CH:42]=[CH:41][CH:40]=[CH:39][CH:38]=1. The yield is 0.850. (4) The reactants are [C:1]([C:5]1[CH:13]=[C:12]2[C:8]([CH2:9][CH:10]([CH3:15])[C:11]2=[O:14])=[CH:7][C:6]=1[O:16][CH3:17])([CH3:4])([CH3:3])[CH3:2].ClCCl.[Br:21]Br.[O-]S([O-])=O.[Na+].[Na+]. The catalyst is [N+](CC)(CC)(CC)CC.[I-].O. The product is [Br:21][C:7]1[C:6]([O:16][CH3:17])=[C:5]([C:1]([CH3:2])([CH3:4])[CH3:3])[CH:13]=[C:12]2[C:8]=1[CH2:9][CH:10]([CH3:15])[C:11]2=[O:14]. The yield is 0.990. (5) The reactants are [CH3:1][CH:2]1[CH2:10][C:9]2[C:4](=[CH:5][CH:6]=[CH:7][CH:8]=2)[N:3]1C.[CH2:12](N(CC)CC)C.[C:19](Cl)(=[O:21])[CH3:20]. The catalyst is ClCCl. The product is [C:19]([N:3]1[C:4]2[C:9](=[CH:8][CH:7]=[CH:6][CH:5]=2)[CH2:10][C:2]1([CH3:1])[CH3:12])(=[O:21])[CH3:20]. The yield is 0.820. (6) The reactants are [C:1]([C:3]1[CH:4]=[C:5]([C:13]2[S:17][C:16]([C:18]3[CH:36]=[CH:35][C:21]4[CH2:22][CH2:23][N:24]([CH2:27][CH2:28][CH2:29][C:30]([O:32]CC)=[O:31])[CH2:25][CH2:26][C:20]=4[CH:19]=3)=[N:15][N:14]=2)[CH:6]=[CH:7][C:8]=1[O:9][CH:10]([CH3:12])[CH3:11])#[N:2].[OH-].[Na+].C(O)(=O)C.[ClH:43]. The catalyst is CCO. The product is [ClH:43].[C:1]([C:3]1[CH:4]=[C:5]([C:13]2[S:17][C:16]([C:18]3[CH:36]=[CH:35][C:21]4[CH2:22][CH2:23][N:24]([CH2:27][CH2:28][CH2:29][C:30]([OH:32])=[O:31])[CH2:25][CH2:26][C:20]=4[CH:19]=3)=[N:15][N:14]=2)[CH:6]=[CH:7][C:8]=1[O:9][CH:10]([CH3:11])[CH3:12])#[N:2]. The yield is 0.820. (7) The catalyst is C(OCC)(=O)C.[C].[Pd]. The yield is 0.680. The reactants are [CH:1]([C:5]1[CH:14]=[CH:13][C:12]2[C:7](=[CH:8][CH:9]=[CH:10][CH:11]=2)[C:6]=1[CH:15]=[O:16])=[CH:2][CH2:3][CH3:4].[H][H]. The product is [CH2:1]([C:5]1[CH:14]=[CH:13][C:12]2[C:7](=[CH:8][CH:9]=[CH:10][CH:11]=2)[C:6]=1[CH:15]=[O:16])[CH2:2][CH2:3][CH3:4]. (8) The reactants are [CH3:1][O:2][C:3]1[CH:8]=[CH:7][C:6]([C:9]2[O:13][CH:12]=[N:11][C:10]=2[C:14]([O:16][CH2:17][CH3:18])=[O:15])=[CH:5][CH:4]=1.C[Si]([N-][Si](C)(C)C)(C)C.[Li+].[I:29]I.S([O-])([O-])(=O)=S.[Na+].[Na+]. The catalyst is C1COCC1.CCOC(C)=O. The product is [I:29][C:12]1[O:13][C:9]([C:6]2[CH:5]=[CH:4][C:3]([O:2][CH3:1])=[CH:8][CH:7]=2)=[C:10]([C:14]([O:16][CH2:17][CH3:18])=[O:15])[N:11]=1. The yield is 0.800. (9) The reactants are C([N:4]1[C:12]2[C:7](=[CH:8][C:9]([C:13](Cl)=[O:14])=[CH:10][CH:11]=2)[C:6]([C:16]2[CH:21]=[CH:20][C:19]([F:22])=[CH:18][CH:17]=2)=[N:5]1)(=O)C.N1[CH:28]=[CH:27]C=CC=1.[OH-:29].[NH4+].O. The catalyst is C(O)C. The product is [F:22][C:19]1[CH:20]=[CH:21][C:16]([C:6]2[C:7]3[C:12](=[CH:11][CH:10]=[C:9]([C:13]([O:29][CH2:27][CH3:28])=[O:14])[CH:8]=3)[NH:4][N:5]=2)=[CH:17][CH:18]=1. The yield is 1.00. (10) The reactants are [CH3:1][CH:2]([C:8]([CH3:10])=[O:9])[C:3]([O:5]CC)=O.[CH:11]([C:14]1[CH:20]=[CH:19][C:17]([NH2:18])=[CH:16][CH:15]=1)([CH3:13])[CH3:12]. No catalyst specified. The product is [CH3:1][CH:2]([C:8](=[O:9])[CH3:10])[C:3]([NH:18][C:17]1[CH:19]=[CH:20][C:14]([CH:11]([CH3:13])[CH3:12])=[CH:15][CH:16]=1)=[O:5]. The yield is 0.510.